Dataset: Reaction yield outcomes from USPTO patents with 853,638 reactions. Task: Predict the reaction yield, written as a fraction of the theoretical maximum amount of product (1.0 means a 100% yield; for example, 0.34 means a 34% yield). (1) The product is [Si:18]([O:4][CH2:3][CH2:2][NH2:1])([C:14]([CH3:17])([CH3:16])[CH3:15])([CH3:20])[CH3:19]. The reactants are [NH2:1][CH2:2][CH2:3][OH:4].C(N(CC)C(C)C)(C)C.[C:14]([Si:18](Cl)([CH3:20])[CH3:19])([CH3:17])([CH3:16])[CH3:15].O. The catalyst is ClCCl. The yield is 0.994. (2) The reactants are [CH3:1][O:2][CH2:3][C@H:4]1[CH2:8][CH2:7][CH2:6][N:5]1[S:9]([C:12]1[CH:13]=[C:14]2[C:18](=[CH:19][CH:20]=1)[NH:17][C:16](=[O:21])[C:15]2=[O:22])(=[O:11])=[O:10].[CH2:23](O)[CH2:24][CH2:25][OH:26].C1(C)C=CC(S(O)(=O)=O)=CC=1. The catalyst is C1C=CC=CC=1. The product is [CH3:1][O:2][CH2:3][C@H:4]1[CH2:8][CH2:7][CH2:6][N:5]1[S:9]([C:12]1[CH:13]=[C:14]2[C:18](=[CH:19][CH:20]=1)[NH:17][C:16](=[O:21])[C:15]12[O:26][CH2:25][CH2:24][CH2:23][O:22]1)(=[O:11])=[O:10]. The yield is 0.270. (3) The product is [Cl:27][C:28]1[CH:29]=[CH:30][C:31]([O:35][CH3:36])=[C:32]([NH:33][S:13]([C:9]2[C:10]3[CH2:11][CH2:12][C@H:3]([N:2]([CH3:19])[CH3:1])[CH2:4][C:5]=3[C:6]([O:17][CH3:18])=[CH:7][CH:8]=2)(=[O:15])=[O:14])[CH:34]=1. The yield is 0.260. The catalyst is C(#N)C. The reactants are [CH3:1][N:2]([CH3:19])[C@H:3]1[CH2:12][CH2:11][C:10]2[C:9]([S:13](Cl)(=[O:15])=[O:14])=[CH:8][CH:7]=[C:6]([O:17][CH3:18])[C:5]=2[CH2:4]1.C(N(CC)CC)C.[Cl:27][C:28]1[CH:29]=[CH:30][C:31]([O:35][CH3:36])=[C:32]([CH:34]=1)[NH2:33]. (4) The reactants are Cl[CH2:2][C:3]1[CH:8]=[CH:7][C:6]([C@@H:9]([NH:11][C:12]2[N:17]=[C:16]([N:18]3[C@@H:22]([CH:23]([CH3:25])[CH3:24])[CH2:21][O:20][C:19]3=[O:26])[CH:15]=[CH:14][N:13]=2)[CH3:10])=[CH:5][CH:4]=1.[N:27]1[CH:28]=[CH:29][N:30]2[CH2:35][CH2:34][NH:33][CH2:32][C:31]=12. The catalyst is CS(C)=O.CCOC(C)=O. The product is [N:27]1[CH:28]=[CH:29][N:30]2[CH2:35][CH2:34][N:33]([CH2:2][C:3]3[CH:8]=[CH:7][C:6]([C@@H:9]([NH:11][C:12]4[N:17]=[C:16]([N:18]5[C@@H:22]([CH:23]([CH3:25])[CH3:24])[CH2:21][O:20][C:19]5=[O:26])[CH:15]=[CH:14][N:13]=4)[CH3:10])=[CH:5][CH:4]=3)[CH2:32][C:31]=12. The yield is 0.628. (5) The reactants are Cl.[CH3:2][O:3][C:4]1[CH:16]=[CH:15][C:7]([CH2:8][C@@H:9]([C:11]([O:13][CH3:14])=[O:12])[NH2:10])=[CH:6][CH:5]=1.C(N(CC)CC)C.[C:24](O)(=[O:33])[CH:25]=[CH:26][C:27]1[CH:32]=[CH:31][CH:30]=[CH:29][CH:28]=1.CCN=C=NCCCN(C)C.Cl. The catalyst is C(Cl)Cl. The product is [CH3:2][O:3][C:4]1[CH:5]=[CH:6][C:7]([CH2:8][C@@H:9]([C:11]([O:13][CH3:14])=[O:12])[NH:10][C:24](=[O:33])[CH:25]=[CH:26][C:27]2[CH:32]=[CH:31][CH:30]=[CH:29][CH:28]=2)=[CH:15][CH:16]=1. The yield is 0.290.